Dataset: Catalyst prediction with 721,799 reactions and 888 catalyst types from USPTO. Task: Predict which catalyst facilitates the given reaction. (1) Reactant: [Br:1][C:2]1[CH:7]=[CH:6][C:5]([SH:8])=[CH:4][C:3]=1[Cl:9].[H-].[Na+].I[CH3:13]. Product: [Br:1][C:2]1[CH:7]=[CH:6][C:5]([S:8][CH3:13])=[CH:4][C:3]=1[Cl:9]. The catalyst class is: 7. (2) Reactant: [CH2:1]([O:3][C:4]1[CH:5]=[C:6]2[C:11](=[CH:12][C:13]=1[O:14][CH:15]([CH3:17])[CH3:16])[N:10]=[CH:9][NH:8][C:7]2=O)[CH3:2].[ClH:19].C(N(CC)CC)C. Product: [Cl:19][C:7]1[C:6]2[C:11](=[CH:12][C:13]([O:14][CH:15]([CH3:17])[CH3:16])=[C:4]([O:3][CH2:1][CH3:2])[CH:5]=2)[N:10]=[CH:9][N:8]=1. The catalyst class is: 286. (3) Reactant: [CH3:1][CH2:2][C@H:3]1[O:18][C:16](=[O:17])[C@H:15]([CH3:19])[C@@H:14]([O:20][C@@H:21]2[O:26][C@@H:25]([CH3:27])[C@H:24]([OH:28])[C@@:23]([O:30][CH3:31])([CH3:29])[CH2:22]2)[C@H:13]([CH3:32])[C@@H:12]([O:33][C@@H:34]2[O:39][C@H:38]([CH3:40])[CH2:37][C@H:36]([N:41]([CH3:43])[CH3:42])[C@H:35]2[OH:44])[C@@:11]([OH:46])([CH3:45])[CH2:10][C@@H:9]([CH3:47])[C:7](=[O:8])[C@H:6]([CH3:48])[C@@H:5]([OH:49])[C@@:4]1([OH:51])[CH3:50].C(S)#N.ClCCl.C(OCCCC)(=O)C. Product: [CH3:1][CH2:2][C@H:3]1[O:18][C:16](=[O:17])[C@H:15]([CH3:19])[C@@H:14]([O:20][C@@H:21]2[O:26][C@@H:25]([CH3:27])[C@H:24]([OH:28])[C@@:23]([O:30][CH3:31])([CH3:29])[CH2:22]2)[C@H:13]([CH3:32])[C@@H:12]([O:33][C@@H:34]2[O:39][C@H:38]([CH3:40])[CH2:37][C@H:36]([N:41]([CH3:42])[CH3:43])[C@H:35]2[OH:44])[C@@:11]([OH:46])([CH3:45])[CH2:10][C@@H:9]([CH3:47])[C:7](=[O:8])[C@H:6]([CH3:48])[C@@H:5]([OH:49])[C@@:4]1([OH:51])[CH3:50]. The catalyst class is: 13. (4) Reactant: Cl[C:2]1[C:7]([CH:8]=[CH2:9])=[CH:6][C:5]([F:10])=[CH:4][N:3]=1.CC(C)([O-])C.[Na+].C1C=CC(P(C2C(C3C(P(C4C=CC=CC=4)C4C=CC=CC=4)=CC=C4C=3C=CC=C4)=C3C(C=CC=C3)=CC=2)C2C=CC=CC=2)=CC=1.C(=[NH:76])(C1C=CC=CC=1)C1C=CC=CC=1.Cl. Product: [CH:8]([C:7]1[C:2]([NH2:76])=[N:3][CH:4]=[C:5]([F:10])[CH:6]=1)=[CH2:9]. The catalyst class is: 101. (5) Reactant: [F:1][C:2]1[CH:7]=[CH:6][C:5]([F:8])=[CH:4][C:3]=1[C@H:9]1[CH2:13][CH2:12][CH2:11][N:10]1[C:14]1[CH:19]=[CH:18][N:17]2[N:20]=[CH:21][C:22]([NH2:23])=[C:16]2[N:15]=1.Cl[C:25](=[O:30])[C:26](OC)=[O:27].C[CH2:32][N:33](C(C)C)[CH:34](C)C.CNC. Product: [F:1][C:2]1[CH:7]=[CH:6][C:5]([F:8])=[CH:4][C:3]=1[C@H:9]1[CH2:13][CH2:12][CH2:11][N:10]1[C:14]1[CH:19]=[CH:18][N:17]2[N:20]=[CH:21][C:22]([NH:23][C:25](=[O:30])[C:26]([N:33]([CH3:34])[CH3:32])=[O:27])=[C:16]2[N:15]=1. The catalyst class is: 2.